From a dataset of Forward reaction prediction with 1.9M reactions from USPTO patents (1976-2016). Predict the product of the given reaction. (1) Given the reactants [CH:1]1([C:4]2[C:5]([N+:15]([O-:17])=[O:16])=[CH:6][C:7]([N+:12]([O-:14])=O)=[C:8]([CH:11]=2)[CH:9]=O)[CH2:3][CH2:2]1.[Cl:18][C:19]1[CH:25]=[CH:24][C:22]([NH2:23])=[CH:21][CH:20]=1.[C-:26]#[N:27].[Na+].C(OC(=O)C)(=O)C, predict the reaction product. The product is: [Cl:18][C:19]1[CH:25]=[CH:24][C:22]([N:23]2[C:9]([C:26]#[N:27])=[C:8]3[C:7]([CH:6]=[C:5]([N+:15]([O-:17])=[O:16])[C:4]([CH:1]4[CH2:2][CH2:3]4)=[CH:11]3)=[N+:12]2[O-:14])=[CH:21][CH:20]=1. (2) Given the reactants [Cl:1][C:2]1[S:6][C:5]([C:7]2[N:8]=[C:9]([CH3:26])[C:10]3[CH:15]=[CH:14][N:13]([C:16]4[CH:25]=[CH:24][C:19]([C:20]([O:22]C)=[O:21])=[CH:18][CH:17]=4)[C:11]=3[N:12]=2)=[CH:4][CH:3]=1.[OH-].[Na+].Cl, predict the reaction product. The product is: [Cl:1][C:2]1[S:6][C:5]([C:7]2[N:8]=[C:9]([CH3:26])[C:10]3[CH:15]=[CH:14][N:13]([C:16]4[CH:17]=[CH:18][C:19]([C:20]([OH:22])=[O:21])=[CH:24][CH:25]=4)[C:11]=3[N:12]=2)=[CH:4][CH:3]=1. (3) Given the reactants Cl.[NH2:2][CH:3]1[CH2:7][C:6]([F:9])([F:8])[CH2:5][CH:4]1[NH:10][C:11](=[O:23])[C:12]1[CH:17]=[CH:16][CH:15]=[CH:14][C:13]=1[N:18]1[N:22]=[CH:21][CH:20]=[N:19]1.Cl[C:25]1[N:30]=[CH:29][C:28]([C:31]([F:34])([F:33])[F:32])=[CH:27][N:26]=1.CCN(C(C)C)C(C)C, predict the reaction product. The product is: [F:8][C:6]1([F:9])[CH2:5][CH:4]([NH:10][C:11](=[O:23])[C:12]2[CH:17]=[CH:16][CH:15]=[CH:14][C:13]=2[N:18]2[N:19]=[CH:20][CH:21]=[N:22]2)[CH:3]([NH:2][C:25]2[N:30]=[CH:29][C:28]([C:31]([F:34])([F:33])[F:32])=[CH:27][N:26]=2)[CH2:7]1. (4) Given the reactants [Li+].[OH-].[CH2:3]([N:9]([CH3:20])[C:10]([CH:12]1[CH2:17][CH:16]2[CH2:18][CH:13]1[C:14](=[O:19])[O:15]2)=[O:11])[CH2:4][CH2:5][CH2:6][CH:7]=[CH2:8].Cl.Cl.[NH2:23][C@:24]1([C:29]([NH:31][S:32]([CH:35]2[CH2:37][CH2:36]2)(=[O:34])=[O:33])=[O:30])[CH2:26][C@H:25]1[CH:27]=[CH2:28].CN(C(ON1N=NC2C=CC=NC1=2)=[N+](C)C)C.F[P-](F)(F)(F)(F)F.CCN(C(C)C)C(C)C, predict the reaction product. The product is: [CH:35]1([S:32]([NH:31][C:29]([C:24]2([NH:23][C:14]([CH:13]3[CH2:18][CH:16]([OH:15])[CH2:17][CH:12]3[C:10]([N:9]([CH2:3][CH2:4][CH2:5][CH2:6][CH:7]=[CH2:8])[CH3:20])=[O:11])=[O:19])[CH2:26][CH:25]2[CH:27]=[CH2:28])=[O:30])(=[O:34])=[O:33])[CH2:37][CH2:36]1. (5) The product is: [Cl:1][C:2]1[CH:3]=[N:4][C:5]2[N:6]([N:8]=[C:9]([C:11]([N:27]3[CH2:26][CH2:25][N:24]4[CH:29]=[C:21]([C:18]5[CH:19]=[N:20][C:15]([F:14])=[CH:16][CH:17]=5)[N:22]=[C:23]4[CH2:28]3)=[O:13])[CH:10]=2)[CH:7]=1. Given the reactants [Cl:1][C:2]1[CH:3]=[N:4][C:5]2[N:6]([N:8]=[C:9]([C:11]([OH:13])=O)[CH:10]=2)[CH:7]=1.[F:14][C:15]1[N:20]=[CH:19][C:18]([C:21]2[N:22]=[C:23]3[CH2:28][NH:27][CH2:26][CH2:25][N:24]3[CH:29]=2)=[CH:17][CH:16]=1, predict the reaction product. (6) Given the reactants [CH2:1]([O:3][C:4](=[O:19])[CH2:5][C:6]1[C:11](=[O:12])[N:10]2[N:13]=[C:14]([CH:16]3[CH2:18][CH2:17]3)[CH:15]=[C:9]2[NH:8][CH:7]=1)[CH3:2].[H-].[Na+].[CH3:22]I, predict the reaction product. The product is: [CH2:1]([O:3][C:4](=[O:19])[CH2:5][C:6]1[C:11](=[O:12])[N:10]2[N:13]=[C:14]([CH:16]3[CH2:17][CH2:18]3)[CH:15]=[C:9]2[N:8]([CH3:22])[CH:7]=1)[CH3:2]. (7) Given the reactants [Cl:1][C:2]1[CH:17]=[C:16]([N+:18]([O-:20])=[O:19])[CH:15]=[CH:14][C:3]=1[O:4][C:5]1[CH:13]=[CH:12][CH:11]=[C:10]2[C:6]=1[CH:7]=[CH:8][NH:9]2.Br[CH2:22][CH:23]1[CH2:25][CH2:24]1.C(=O)([O-])[O-].[K+].[K+].[Cl-].[NH4+], predict the reaction product. The product is: [Cl:1][C:2]1[CH:17]=[C:16]([N+:18]([O-:20])=[O:19])[CH:15]=[CH:14][C:3]=1[O:4][C:5]1[CH:13]=[CH:12][CH:11]=[C:10]2[C:6]=1[CH:7]=[CH:8][N:9]2[CH2:22][CH:23]1[CH2:25][CH2:24]1. (8) Given the reactants [C:1](=[O:18])([O:3][CH:4]([C:14]([CH3:17])([CH3:16])[CH3:15])[C:5]1[NH:9][N:8]=[C:7]([C:10]([F:13])([F:12])[F:11])[N:6]=1)[NH2:2].[H-].[Na+].[CH2:21](I)[CH2:22][CH2:23][CH2:24][CH2:25][CH3:26].O, predict the reaction product. The product is: [C:1](=[O:18])([O:3][CH:4]([C:14]([CH3:15])([CH3:17])[CH3:16])[C:5]1[N:9]([CH2:21][CH2:22][CH2:23][CH2:24][CH2:25][CH3:26])[N:8]=[C:7]([C:10]([F:11])([F:12])[F:13])[N:6]=1)[NH2:2].